Dataset: Full USPTO retrosynthesis dataset with 1.9M reactions from patents (1976-2016). Task: Predict the reactants needed to synthesize the given product. Given the product [Br:11][C:8]1[CH:9]=[CH:10][C:5]2[N:4]3[CH2:15][CH2:16][CH2:17][C:3]3=[CH:20][C:6]=2[CH:7]=1, predict the reactants needed to synthesize it. The reactants are: CO[C:3](=O)[NH:4][C:5]1[CH:10]=[CH:9][C:8]([Br:11])=[CH:7][C:6]=1I.Cl[CH2:15][CH2:16][CH2:17]C#C.[CH2:20](N(CC)CC)C.